This data is from Forward reaction prediction with 1.9M reactions from USPTO patents (1976-2016). The task is: Predict the product of the given reaction. (1) Given the reactants [C:1]([O:5][C:6]([NH:8][C:9]1[CH:14]=[CH:13][CH:12]=[CH:11][C:10]=1[NH:15][C:16](=[O:33])[C:17]1[CH:22]=[CH:21][C:20]([C:23]2[C:28]([C:29]#[N:30])=[CH:27][C:26]([CH:31]=O)=[CH:25][N:24]=2)=[CH:19][CH:18]=1)=[O:7])([CH3:4])([CH3:3])[CH3:2].[N:34]1([C:39]([CH2:41][N:42]2[CH2:47][CH2:46][NH:45][CH2:44][CH2:43]2)=[O:40])[CH2:38][CH2:37][CH2:36][CH2:35]1.C(O[BH-](OC(=O)C)OC(=O)C)(=O)C.[Na+], predict the reaction product. The product is: [C:29]([C:28]1[C:23]([C:20]2[CH:19]=[CH:18][C:17]([C:16]([NH:15][C:10]3[CH:11]=[CH:12][CH:13]=[CH:14][C:9]=3[NH:8][C:6](=[O:7])[O:5][C:1]([CH3:2])([CH3:3])[CH3:4])=[O:33])=[CH:22][CH:21]=2)=[N:24][CH:25]=[C:26]([CH2:31][N:45]2[CH2:44][CH2:43][N:42]([CH2:41][C:39](=[O:40])[N:34]3[CH2:35][CH2:36][CH2:37][CH2:38]3)[CH2:47][CH2:46]2)[CH:27]=1)#[N:30]. (2) Given the reactants C[O:2][C:3]([C:5]1[S:23][C:8]2[C:9]3[CH:10]=[CH:11][C:12]([NH:16][CH:17]4[CH2:22][CH2:21][CH2:20][CH2:19][CH2:18]4)=[CH:13][C:14]=3[S:15][C:7]=2[C:6]=1[O:24][CH2:25][C:26]([O:28]CC)=[O:27])=[O:4].[Li+].[OH-], predict the reaction product. The product is: [C:26]([CH2:25][O:24][C:6]1[C:7]2[S:15][C:14]3[CH:13]=[C:12]([NH:16][CH:17]4[CH2:22][CH2:21][CH2:20][CH2:19][CH2:18]4)[CH:11]=[CH:10][C:9]=3[C:8]=2[S:23][C:5]=1[C:3]([OH:4])=[O:2])([OH:28])=[O:27]. (3) Given the reactants Br[C:2]1[CH:7]=[CH:6][C:5]([Cl:8])=[CH:4][C:3]=1[CH2:9][O:10][CH3:11].[Li]CCCC.[CH3:17][C:18]([S@:21](/[N:23]=[CH:24]/[CH2:25][CH3:26])=[O:22])([CH3:20])[CH3:19].C(OCC)(=O)C, predict the reaction product. The product is: [Cl:8][C:5]1[CH:6]=[CH:7][C:2]([C@H:24]([NH:23][S@@:21]([C:18]([CH3:20])([CH3:19])[CH3:17])=[O:22])[CH2:25][CH3:26])=[C:3]([CH2:9][O:10][CH3:11])[CH:4]=1.[Cl:8][C:5]1[CH:6]=[CH:7][C:2]([C@@H:24]([NH:23][S@@:21]([C:18]([CH3:20])([CH3:19])[CH3:17])=[O:22])[CH2:25][CH3:26])=[C:3]([CH2:9][O:10][CH3:11])[CH:4]=1. (4) Given the reactants [CH:1]1([N:6]2[C:15]3[N:14]=[C:13]([NH:16][C:17]4[CH:25]=[CH:24][C:20]([C:21](O)=[O:22])=[CH:19][C:18]=4[O:26][CH3:27])[N:12]=[CH:11][C:10]=3[N:9]([CH3:28])[CH2:8][C@H:7]2[CH2:29][CH2:30][CH3:31])[CH2:5][CH2:4][CH2:3][CH2:2]1.F[B-](F)(F)F.N1(OC(N(C)C)=[N+](C)C)C2C=CC=CC=2N=N1.[CH3:54][N:55]1[CH2:60][CH2:59][CH:58]([NH2:61])[CH2:57][CH2:56]1.CCN(C(C)C)C(C)C, predict the reaction product. The product is: [NH3:6].[CH:1]1([N:6]2[C:15]3[N:14]=[C:13]([NH:16][C:17]4[CH:25]=[CH:24][C:20]([C:21]([NH:61][CH:58]5[CH2:59][CH2:60][N:55]([CH3:54])[CH2:56][CH2:57]5)=[O:22])=[CH:19][C:18]=4[O:26][CH3:27])[N:12]=[CH:11][C:10]=3[N:9]([CH3:28])[CH2:8][C@H:7]2[CH2:29][CH2:30][CH3:31])[CH2:5][CH2:4][CH2:3][CH2:2]1. (5) The product is: [F:15][C:16]1[CH:17]=[C:18]([CH:22]([N:24]2[CH2:25][CH2:26][CH:27]([NH:30][C:2]3[C:3]4[CH:10]=[C:9]([CH2:11][CH:12]([CH3:14])[CH3:13])[S:8][C:4]=4[N:5]=[CH:6][N:7]=3)[CH2:28][CH2:29]2)[CH3:23])[CH:19]=[CH:20][CH:21]=1. Given the reactants Cl[C:2]1[C:3]2[CH:10]=[C:9]([CH2:11][CH:12]([CH3:14])[CH3:13])[S:8][C:4]=2[N:5]=[CH:6][N:7]=1.[F:15][C:16]1[CH:17]=[C:18]([CH:22]([N:24]2[CH2:29][CH2:28][CH:27]([NH2:30])[CH2:26][CH2:25]2)[CH3:23])[CH:19]=[CH:20][CH:21]=1, predict the reaction product. (6) Given the reactants [CH2:1]([O:3][C:4]1[CH:11]=[CH:10][CH:9]=[CH:8][C:5]=1[CH2:6][NH2:7])[CH3:2].[CH3:12][O:13][C:14]1[CH:19]=[CH:18][CH:17]=[CH:16][C:15]=1[S:20](Cl)(=[O:22])=[O:21], predict the reaction product. The product is: [CH2:1]([O:3][C:4]1[CH:11]=[CH:10][CH:9]=[CH:8][C:5]=1[CH2:6][NH:7][S:20]([C:15]1[CH:16]=[CH:17][CH:18]=[CH:19][C:14]=1[O:13][CH3:12])(=[O:22])=[O:21])[CH3:2]. (7) Given the reactants Cl.Cl.[NH2:3][C@@H:4]1[CH2:9][CH2:8][CH2:7][NH:6][CH2:5]1.C(Cl)(Cl)Cl.[Cl:14][C:15]1[N:24]=[C:23](Cl)[C:22]2[CH2:21][CH2:20][CH2:19][CH2:18][C:17]=2[N:16]=1.C(N(C(C)C)CC)(C)C, predict the reaction product. The product is: [Cl:14][C:15]1[N:24]=[C:23]([N:6]2[CH2:7][CH2:8][CH2:9][C@@H:4]([NH2:3])[CH2:5]2)[C:22]2[CH2:21][CH2:20][CH2:19][CH2:18][C:17]=2[N:16]=1.